Predict the reactants needed to synthesize the given product. From a dataset of Full USPTO retrosynthesis dataset with 1.9M reactions from patents (1976-2016). (1) Given the product [CH3:34][NH:35][CH2:30][C:23]1[C:22]2[C:26](=[CH:27][CH:28]=[CH:29][C:21]=2[C:18]2[N:17]=[C:16]([C:5]3[CH:6]=[CH:7][C:8]([O:9][CH:10]([CH3:15])[C:11]([F:14])([F:12])[F:13])=[C:3]([C:2]([F:33])([F:32])[F:1])[CH:4]=3)[O:20][N:19]=2)[NH:25][CH:24]=1, predict the reactants needed to synthesize it. The reactants are: [F:1][C:2]([F:33])([F:32])[C:3]1[CH:4]=[C:5]([C:16]2[O:20][N:19]=[C:18]([C:21]3[CH:29]=[CH:28][CH:27]=[C:26]4[C:22]=3[C:23]([CH:30]=O)=[CH:24][NH:25]4)[N:17]=2)[CH:6]=[CH:7][C:8]=1[O:9][CH:10]([CH3:15])[C:11]([F:14])([F:13])[F:12].[CH3:34][NH2:35]. (2) The reactants are: Cl[CH2:2][CH2:3][NH:4][C:5](=O)[CH3:6].P(Cl)(Cl)(Cl)(Cl)Cl.[NH2:14][C:15]1[CH:16]=[C:17]([C:21]2[CH:30]=[N:29][CH:28]=[CH:27][C:22]=2[C:23]([O:25][CH3:26])=[O:24])[CH:18]=[CH:19][CH:20]=1.[OH-].[NH4+]. Given the product [CH3:6][C:5]1[N:14]([C:15]2[CH:16]=[C:17]([C:21]3[CH:30]=[N:29][CH:28]=[CH:27][C:22]=3[C:23]([O:25][CH3:26])=[O:24])[CH:18]=[CH:19][CH:20]=2)[CH2:2][CH2:3][N:4]=1, predict the reactants needed to synthesize it. (3) Given the product [CH2:15]([O:14][C:12](=[O:13])[NH:6][C@@H:5]([C:2]1([OH:1])[CH2:3][CH2:4]1)[CH2:9][OH:8])[C:16]1[CH:17]=[CH:18][CH:19]=[CH:20][CH:21]=1, predict the reactants needed to synthesize it. The reactants are: [OH:1][C:2]1([C@H:5]2[CH2:9][O:8]C(C)(C)[N:6]2[C:12]([O:14][CH2:15][C:16]2[CH:21]=[CH:20][CH:19]=[CH:18][CH:17]=2)=[O:13])[CH2:4][CH2:3]1.CC1C=CC(S([O-])(=O)=O)=CC=1.[NH+]1C=CC=CC=1.C(=O)([O-])O.[Na+]. (4) Given the product [CH3:5][CH2:4][N:3]([CH2:6][C:7]([NH:9][C:10]1[C:15]([CH3:16])=[CH:14][CH:13]=[CH:12][C:11]=1[CH3:17])=[O:8])[CH2:2][CH3:1].[CH3:20][CH2:21][CH2:22][CH2:23][CH:24]([CH2:27][O:28][C:29]([CH2:31][CH:32]([S:44]([OH:47])(=[O:46])=[O:45])[C:33]([O:35][CH2:36][CH:37]([CH2:40][CH2:41][CH2:42][CH3:43])[CH2:38][CH3:39])=[O:34])=[O:30])[CH2:25][CH3:26], predict the reactants needed to synthesize it. The reactants are: [CH3:1][CH2:2][N:3]([CH2:6][C:7]([NH:9][C:10]1[C:11]([CH3:17])=[CH:12][CH:13]=[CH:14][C:15]=1[CH3:16])=[O:8])[CH2:4][CH3:5].Cl.[Na].[CH3:20][CH2:21][CH2:22][CH2:23][CH:24]([CH2:27][O:28][C:29]([CH2:31][CH:32]([S:44]([OH:47])(=[O:46])=[O:45])[C:33]([O:35][CH2:36][CH:37]([CH2:40][CH2:41][CH2:42][CH3:43])[CH2:38][CH3:39])=[O:34])=[O:30])[CH2:25][CH3:26].[Na+].[Cl-].C(Cl)(Cl)Cl. (5) Given the product [F:17][C:14]1[CH:15]=[CH:16][C:11]([CH:9]([NH:8][C:6]2[N:7]=[C:2]([C:24]3[CH:25]=[C:20]([CH:21]=[CH:22][CH:23]=3)[CH:18]=[O:19])[CH:3]=[N:4][CH:5]=2)[CH3:10])=[CH:12][CH:13]=1, predict the reactants needed to synthesize it. The reactants are: Cl[C:2]1[N:7]=[C:6]([NH:8][CH:9]([C:11]2[CH:16]=[CH:15][C:14]([F:17])=[CH:13][CH:12]=2)[CH3:10])[CH:5]=[N:4][CH:3]=1.[CH:18]([C:20]1[CH:21]=[C:22](B(O)O)[CH:23]=[CH:24][CH:25]=1)=[O:19].C(=O)([O-])[O-].[Cs+].[Cs+].O. (6) Given the product [CH:3]1([C:2]#[C:1][C:4]2[CH:5]=[N:6][NH:7][CH:8]=2)[CH2:10][CH2:9]1, predict the reactants needed to synthesize it. The reactants are: [C:1]([C:4]1[CH:5]=[N:6][NH:7][CH:8]=1)#[C:2][CH3:3].[CH:9]1(C#C)C[CH2:10]1. (7) The reactants are: ClC1C=CC(C(C2C=CC(Cl)=CC=2)S)=CC=1.Br.Br[CH2:19][C:20]([C:22]1[N:23]([CH3:27])[CH:24]=[CH:25][N:26]=1)=[O:21].Br.N1C=CC=CC=1.CN(C)C(C1SC(C(=O)[CH2:45][S:46]([C:55]2[CH:60]=[CH:59][C:58]([Cl:61])=[CH:57][CH:56]=2)([C:48]2[CH:53]=[CH:52][C:51]([Cl:54])=[CH:50][CH:49]=2)C)=CC=1)=O. Given the product [Cl:61][C:58]1[CH:59]=[CH:60][C:55]([S:46]([C:48]2[CH:53]=[CH:52][C:51]([Cl:54])=[CH:50][CH:49]=2)([CH3:45])[CH2:19][C:20]([C:22]2[N:23]([CH3:27])[CH:24]=[CH:25][N:26]=2)=[O:21])=[CH:56][CH:57]=1, predict the reactants needed to synthesize it. (8) The reactants are: [F:1][C:2]1[CH:8]=[CH:7][C:6]([N+:9]([O-:11])=[O:10])=[CH:5][C:3]=1[NH2:4].[C:12](OC(=O)C)(=[O:14])[CH3:13].S(=O)(=O)(O)O. Given the product [F:1][C:2]1[CH:8]=[CH:7][C:6]([N+:9]([O-:11])=[O:10])=[CH:5][C:3]=1[NH:4][C:12](=[O:14])[CH3:13], predict the reactants needed to synthesize it.